Predict the product of the given reaction. From a dataset of Forward reaction prediction with 1.9M reactions from USPTO patents (1976-2016). (1) Given the reactants [CH3:1][C:2]1[CH:7]=[CH:6][CH:5]=[CH:4][C:3]=1[S:8]([C:11]1[CH:19]=[CH:18][C:17]2[N:16]([CH3:20])[C:15]3[CH2:21][CH:22]4[NH:26][CH:25]([C:14]=3[C:13]=2[C:12]=1C(OC(C)(C)C)=O)[CH2:24][CH2:23]4)(=[O:10])=[O:9].[ClH:34], predict the reaction product. The product is: [ClH:34].[CH3:1][C:2]1[CH:7]=[CH:6][CH:5]=[CH:4][C:3]=1[S:8]([C:11]1[CH:12]=[C:13]2[C:17](=[CH:18][CH:19]=1)[N:16]([CH3:20])[C:15]1[CH2:21][CH:22]3[NH:26][CH:25]([C:14]2=1)[CH2:24][CH2:23]3)(=[O:10])=[O:9]. (2) Given the reactants [CH2:1]([Li])[CH2:2][CH2:3][CH3:4].[Br:6][C:7]1[CH:11]=[CH:10][S:9][CH:8]=1.[N:12]12[CH2:19][CH2:18][C:15]([C:20]([O:22]CC)=O)([CH2:16][CH2:17]1)[CH2:14][CH2:13]2, predict the reaction product. The product is: [Br-:6].[CH2:1]([N+:12]12[CH2:13][CH2:14][C:15]([C:20]([OH:22])([C:7]3[CH:11]=[CH:10][S:9][CH:8]=3)[C:7]3[CH:11]=[CH:10][S:9][CH:8]=3)([CH2:16][CH2:17]1)[CH2:18][CH2:19]2)[CH2:2][CH2:3][CH3:4]. (3) Given the reactants I[C:2]1[C:10]2[C:5](=[CH:6][CH:7]=[C:8]([NH:11][S:12]([C:15]3[CH:20]=[CH:19][CH:18]=[CH:17][C:16]=3[S:21]([CH3:24])(=[O:23])=[O:22])(=[O:14])=[O:13])[CH:9]=2)[N:4](C(OC(C)(C)C)=O)[N:3]=1.[Cl:32][C:33]1[CH:38]=[CH:37][C:36](/[CH:39]=[CH:40]/B(O)O)=[CH:35][CH:34]=1.C(=O)([O-])O.[Na+], predict the reaction product. The product is: [Cl:32][C:33]1[CH:38]=[CH:37][C:36](/[CH:39]=[CH:40]/[C:2]2[C:10]3[C:5](=[CH:6][CH:7]=[C:8]([NH:11][S:12]([C:15]4[CH:20]=[CH:19][CH:18]=[CH:17][C:16]=4[S:21]([CH3:24])(=[O:22])=[O:23])(=[O:13])=[O:14])[CH:9]=3)[NH:4][N:3]=2)=[CH:35][CH:34]=1. (4) The product is: [CH3:1][C:2]1[N:3]=[C:4]([N:9]2[CH2:13][CH2:12][N:11]([CH2:14][C:15]3[CH:20]=[CH:19][C:18]([C:21]([F:24])([F:23])[F:22])=[CH:17][CH:16]=3)[C:10]2=[O:25])[S:5][C:6]=1[C:7]1[O:8][CH:44]=[N:43][CH:42]=1. Given the reactants [CH3:1][C:2]1[N:3]=[C:4]([N:9]2[CH2:13][CH2:12][N:11]([CH2:14][C:15]3[CH:20]=[CH:19][C:18]([C:21]([F:24])([F:23])[F:22])=[CH:17][CH:16]=3)[C:10]2=[O:25])[S:5][C:6]=1[CH:7]=[O:8].C(=O)([O-])[O-].[K+].[K+].S([CH2:42][N+:43]#[C-:44])(C1C=CC(C)=CC=1)(=O)=O, predict the reaction product. (5) Given the reactants O[CH2:2][C:3]1[S:7][C:6]([C:8]([O:10][CH3:11])=[O:9])=[CH:5][CH:4]=1.P(Br)(Br)[Br:13].C(=O)(O)[O-].[Na+], predict the reaction product. The product is: [Br:13][CH2:2][C:3]1[S:7][C:6]([C:8]([O:10][CH3:11])=[O:9])=[CH:5][CH:4]=1.